This data is from NCI-60 drug combinations with 297,098 pairs across 59 cell lines. The task is: Regression. Given two drug SMILES strings and cell line genomic features, predict the synergy score measuring deviation from expected non-interaction effect. (1) Drug 1: CC1=C(C=C(C=C1)C(=O)NC2=CC(=CC(=C2)C(F)(F)F)N3C=C(N=C3)C)NC4=NC=CC(=N4)C5=CN=CC=C5. Drug 2: CC12CCC3C(C1CCC2OP(=O)(O)O)CCC4=C3C=CC(=C4)OC(=O)N(CCCl)CCCl.[Na+]. Cell line: LOX IMVI. Synergy scores: CSS=-12.0, Synergy_ZIP=2.44, Synergy_Bliss=-3.12, Synergy_Loewe=-7.59, Synergy_HSA=-9.54. (2) Drug 1: CC(CN1CC(=O)NC(=O)C1)N2CC(=O)NC(=O)C2. Drug 2: CCC1=C2CN3C(=CC4=C(C3=O)COC(=O)C4(CC)O)C2=NC5=C1C=C(C=C5)O. Cell line: RXF 393. Synergy scores: CSS=16.2, Synergy_ZIP=-11.1, Synergy_Bliss=-7.75, Synergy_Loewe=-5.15, Synergy_HSA=-3.46. (3) Drug 1: CC1=CC2C(CCC3(C2CCC3(C(=O)C)OC(=O)C)C)C4(C1=CC(=O)CC4)C. Drug 2: C(CN)CNCCSP(=O)(O)O. Cell line: UACC-257. Synergy scores: CSS=7.84, Synergy_ZIP=-2.17, Synergy_Bliss=3.99, Synergy_Loewe=3.33, Synergy_HSA=3.71. (4) Synergy scores: CSS=8.74, Synergy_ZIP=-5.37, Synergy_Bliss=-4.50, Synergy_Loewe=-4.26, Synergy_HSA=-4.09. Cell line: MDA-MB-231. Drug 2: C1CC(=O)NC(=O)C1N2C(=O)C3=CC=CC=C3C2=O. Drug 1: C1=CC(=CC=C1CCC2=CNC3=C2C(=O)NC(=N3)N)C(=O)NC(CCC(=O)O)C(=O)O. (5) Drug 1: C1CC(C1)(C(=O)O)C(=O)O.[NH2-].[NH2-].[Pt+2]. Drug 2: C1=NC2=C(N=C(N=C2N1C3C(C(C(O3)CO)O)F)Cl)N. Cell line: ACHN. Synergy scores: CSS=13.4, Synergy_ZIP=-10.5, Synergy_Bliss=1.80, Synergy_Loewe=-11.5, Synergy_HSA=-0.326.